Dataset: Catalyst prediction with 721,799 reactions and 888 catalyst types from USPTO. Task: Predict which catalyst facilitates the given reaction. Reactant: Br[C:2]1[CH:7]=[C:6]([N+:8]([O-:10])=[O:9])[CH:5]=[C:4]([F:11])[C:3]=1[NH2:12].[CH3:13][C:14]([CH3:18])([CH3:17])[C:15]#[CH:16]. Product: [CH3:13][C:14]([CH3:18])([CH3:17])[C:15]#[C:16][C:2]1[CH:7]=[C:6]([N+:8]([O-:10])=[O:9])[CH:5]=[C:4]([F:11])[C:3]=1[NH2:12]. The catalyst class is: 724.